From a dataset of Peptide-MHC class II binding affinity with 134,281 pairs from IEDB. Regression. Given a peptide amino acid sequence and an MHC pseudo amino acid sequence, predict their binding affinity value. This is MHC class II binding data. (1) The peptide sequence is SSMHLIVQNAYKQMI. The MHC is DRB1_1501 with pseudo-sequence DRB1_1501. The binding affinity (normalized) is 0.783. (2) The peptide sequence is DVVPEKYTIGATYAP. The MHC is HLA-DQA10301-DQB10302 with pseudo-sequence HLA-DQA10301-DQB10302. The binding affinity (normalized) is 0.267. (3) The peptide sequence is YNNNEAFKVENGSAA. The MHC is HLA-DPA10301-DPB10402 with pseudo-sequence HLA-DPA10301-DPB10402. The binding affinity (normalized) is 0.0457. (4) The peptide sequence is HDIYIVMPVFIIKR. The MHC is DRB1_0802 with pseudo-sequence DRB1_0802. The binding affinity (normalized) is 0.371. (5) The peptide sequence is VHITDDNEEPIAP. The MHC is DRB1_0301 with pseudo-sequence DRB1_0301. The binding affinity (normalized) is 0.609.